Dataset: Forward reaction prediction with 1.9M reactions from USPTO patents (1976-2016). Task: Predict the product of the given reaction. (1) Given the reactants [Br:1]Br.[Cl:3][C:4]1[CH:5]=[CH:6][C:7]([CH3:11])=[C:8]([CH:10]=1)[NH2:9], predict the reaction product. The product is: [Br:1][C:5]1[C:4]([Cl:3])=[CH:10][C:8]([NH2:9])=[C:7]([CH3:11])[CH:6]=1. (2) Given the reactants [C:1]([C:5]1[CH:6]=[C:7]2[C:11](=[C:12](C3C=CC(C(C)(C)C)=CC=3)[CH:13]=1)[C:10](=O)[CH:9](C)[CH2:8]2)([CH3:4])([CH3:3])[CH3:2].[H-].[H-].[H-].[H-].[Li+].[Al+3].Cl, predict the reaction product. The product is: [C:1]([C:5]1[CH:6]=[CH:7][C:11]([CH3:10])=[C:12]([CH:12]2[C:13]3[C:9](=[CH:8][CH:7]=[CH:6][C:5]=3[C:1]([CH3:4])([CH3:3])[CH3:2])[CH:10]=[CH:11]2)[CH:13]=1)([CH3:4])([CH3:3])[CH3:2]. (3) The product is: [CH:24]([C:16]1[NH:17][C:18]2[CH2:19][CH2:20][CH2:21][CH2:22][C:23]=2[C:15]=1[CH2:14][CH2:13][CH2:12][N:9]1[CH2:10][CH2:11][N:6]([CH2:5][C:4]([OH:26])=[O:3])[CH2:7][CH2:8]1)=[O:25]. Given the reactants C([O:3][C:4](=[O:26])[CH2:5][N:6]1[CH2:11][CH2:10][N:9]([CH2:12][CH2:13][CH2:14][C:15]2[C:23]3[CH2:22][CH2:21][CH2:20][CH2:19][C:18]=3[NH:17][C:16]=2[CH:24]=[O:25])[CH2:8][CH2:7]1)C.C(=O)([O-])[O-].[K+].[K+], predict the reaction product. (4) Given the reactants [CH2:1]([O:3][C:4]([C:6]1[C:12]2[NH:13][C:14]3[CH:15]=[C:16]([O:20]CCCO)[CH:17]=[CH:18][C:19]=3[C:11]=2[C:10]([CH3:26])([CH3:25])[CH2:9][N:8]([C:27](=[O:36])[C:28]2[CH:33]=[CH:32][C:31]([F:34])=[C:30](F)[CH:29]=2)[CH:7]=1)=[O:5])[CH3:2].C(OC(C1C2NC3C=C(O)C=CC=3C=2C(C)(C)C[N:44]([C:59](=[O:67])[C:60]2C=CC(F)=CC=2)C=1)=O)C.C(N(C(C)C)CC)(C)C.BrCCCO, predict the reaction product. The product is: [CH2:1]([O:3][C:4]([C:6]1[C:12]2[NH:13][C:14]3[CH:15]=[C:16]([O:20][CH2:60][C:59](=[O:67])[NH2:44])[CH:17]=[CH:18][C:19]=3[C:11]=2[C:10]([CH3:26])([CH3:25])[CH2:9][N:8]([C:27](=[O:36])[C:28]2[CH:33]=[CH:32][C:31]([F:34])=[CH:30][CH:29]=2)[CH:7]=1)=[O:5])[CH3:2]. (5) Given the reactants [Br:1][C:2]1[CH:3]=[N:4][C:5]2[N:6]([N:8]=[C:9]([C:11]([OH:13])=O)[CH:10]=2)[CH:7]=1.[CH2:14]([N:16]([CH2:28][CH3:29])[C:17]1[CH:26]=[CH:25][CH:24]=[C:23]2[C:18]=1[CH2:19][CH2:20][NH:21][CH:22]2[CH3:27])[CH3:15], predict the reaction product. The product is: [Br:1][C:2]1[CH:3]=[N:4][C:5]2[N:6]([N:8]=[C:9]([C:11]([N:21]3[CH2:20][CH2:19][C:18]4[C:23](=[CH:24][CH:25]=[CH:26][C:17]=4[N:16]([CH2:28][CH3:29])[CH2:14][CH3:15])[CH:22]3[CH3:27])=[O:13])[CH:10]=2)[CH:7]=1. (6) Given the reactants [CH3:1][N:2]1[CH:6]=[CH:5][CH:4]=[CH:3]1.[CH:7]1[C:16]2[C:11](=[CH:12][CH:13]=[CH:14][CH:15]=2)[CH:10]=[CH:9][C:8]=1[C:17](Cl)=[O:18], predict the reaction product. The product is: [CH:7]1[C:16]2[C:11](=[CH:12][CH:13]=[CH:14][CH:15]=2)[CH:10]=[CH:9][C:8]=1[C:17]([C:3]1[N:2]([CH3:1])[CH:6]=[CH:5][CH:4]=1)=[O:18].